From a dataset of Peptide-MHC class I binding affinity with 185,985 pairs from IEDB/IMGT. Regression. Given a peptide amino acid sequence and an MHC pseudo amino acid sequence, predict their binding affinity value. This is MHC class I binding data. The peptide sequence is ITLNVLAWLY. The MHC is HLA-A01:01 with pseudo-sequence HLA-A01:01. The binding affinity (normalized) is 0.345.